Predict which catalyst facilitates the given reaction. From a dataset of Catalyst prediction with 721,799 reactions and 888 catalyst types from USPTO. (1) The catalyst class is: 31. Reactant: [CH3:1][O:2][C:3]1[CH:12]=[C:11]2[C:6]([CH:7]=[C:8]([C:14]([OH:16])=O)[C:9](=[O:13])[NH:10]2)=[CH:5][C:4]=1[O:17][CH2:18][CH2:19][O:20][CH3:21].CN(C(ON1N=NC2C=CC=NC1=2)=[N+](C)C)C.F[P-](F)(F)(F)(F)F.CCN(C(C)C)C(C)C.[CH3:55][O:56][C:57](=[O:66])[C:58]1[CH:63]=[CH:62][C:61]([CH3:64])=[C:60]([NH2:65])[CH:59]=1. Product: [CH3:55][O:56][C:57](=[O:66])[C:58]1[CH:63]=[CH:62][C:61]([CH3:64])=[C:60]([NH:65][C:14]([C:8]2[C:9](=[O:13])[NH:10][C:11]3[C:6]([CH:7]=2)=[CH:5][C:4]([O:17][CH2:18][CH2:19][O:20][CH3:21])=[C:3]([O:2][CH3:1])[CH:12]=3)=[O:16])[CH:59]=1. (2) Reactant: [I-].[CH3:2][S+](C)(C)=O.[H-].[Na+].[O:9]=[C:10]1[CH2:15][CH2:14][N:13]([C:16]([O:18][C:19]([CH3:22])([CH3:21])[CH3:20])=[O:17])[CH2:12][CH2:11]1.[Cl-].[NH4+]. Product: [O:9]1[C:10]2([CH2:11][CH2:12][N:13]([C:16]([O:18][C:19]([CH3:22])([CH3:21])[CH3:20])=[O:17])[CH2:14][CH2:15]2)[CH2:2]1. The catalyst class is: 16. (3) Reactant: [N:1]1[CH:6]=[CH:5][C:4]([N:7]2[C:15]3[C:10](=[CH:11][C:12]4[CH2:20][C:19](=[O:21])[CH2:18][CH2:17][CH2:16][C:13]=4[CH:14]=3)[CH:9]=[N:8]2)=[CH:3][CH:2]=1.[Li+].C[Si]([N-][Si](C)(C)C)(C)C.[CH:32](=O)[CH3:33]. Product: [CH:32](=[C:20]1[C:12]2[CH:11]=[C:10]3[C:15](=[CH:14][C:13]=2[CH2:16][CH2:17][CH2:18][C:19]1=[O:21])[N:7]([C:4]1[CH:5]=[CH:6][N:1]=[CH:2][CH:3]=1)[N:8]=[CH:9]3)[CH3:33]. The catalyst class is: 1. (4) Product: [Cl:1][C:2]1[C:6]([Cl:7])=[C:5]([C:8]([C:16]2[CH:20]=[CH:19][S:18][CH:17]=2)=[O:9])[S:4][N:3]=1. The catalyst class is: 7. Reactant: [Cl:1][C:2]1[C:6]([Cl:7])=[C:5]([C:8](N(OC)C)=[O:9])[S:4][N:3]=1.I[Mg][C:16]1[CH:20]=[CH:19][S:18][CH:17]=1.Cl. (5) Reactant: [NH2:1][C:2](=O)[CH2:3][CH2:4][C:5]([O:7][CH3:8])=[O:6].P12(SP3(SP(SP(S3)(S1)=S)(=S)S2)=S)=[S:11]. Product: [NH2:1][C:2](=[S:11])[CH2:3][CH2:4][C:5]([O:7][CH3:8])=[O:6]. The catalyst class is: 1. (6) Product: [N:35]1[CH:36]=[CH:37][C:32]([C:7]2[C:6]3[C:10](=[CH:11][CH:12]=[C:4]([NH2:1])[CH:5]=3)[N:9]([C:13]([C:20]3[CH:21]=[CH:22][CH:23]=[CH:24][CH:25]=3)([C:26]3[CH:27]=[CH:28][CH:29]=[CH:30][CH:31]=3)[C:14]3[CH:19]=[CH:18][CH:17]=[CH:16][CH:15]=3)[N:8]=2)=[CH:33][CH:34]=1. The catalyst class is: 153. Reactant: [N+:1]([C:4]1[CH:5]=[C:6]2[C:10](=[CH:11][CH:12]=1)[N:9]([C:13]([C:26]1[CH:31]=[CH:30][CH:29]=[CH:28][CH:27]=1)([C:20]1[CH:25]=[CH:24][CH:23]=[CH:22][CH:21]=1)[C:14]1[CH:19]=[CH:18][CH:17]=[CH:16][CH:15]=1)[N:8]=[C:7]2[C:32]1[CH:37]=[CH:36][N:35]=[CH:34][CH:33]=1)([O-])=O.CO.